This data is from Forward reaction prediction with 1.9M reactions from USPTO patents (1976-2016). The task is: Predict the product of the given reaction. (1) Given the reactants [I-:1].[Na+].[CH2:3]([O:10][C:11]1[CH:16]=[CH:15][C:14]([CH2:17][CH2:18][CH2:19][CH2:20]CS([O-])(=O)=O)=[CH:13][CH:12]=1)[C:4]1[CH:9]=[CH:8][CH:7]=[CH:6][CH:5]=1, predict the reaction product. The product is: [I:1][CH2:20][CH2:19][CH2:18][CH2:17][C:14]1[CH:15]=[CH:16][C:11]([O:10][CH2:3][C:4]2[CH:9]=[CH:8][CH:7]=[CH:6][CH:5]=2)=[CH:12][CH:13]=1. (2) Given the reactants [CH:1]1([C:6](=[O:15])[CH2:7][C:8](=O)[C:9]([O:11][CH2:12][CH3:13])=[O:10])[CH2:5][CH2:4][CH2:3][CH2:2]1.[Cl-].O[NH3+:18], predict the reaction product. The product is: [CH:1]1([C:6]2[O:15][N:18]=[C:8]([C:9]([O:11][CH2:12][CH3:13])=[O:10])[CH:7]=2)[CH2:5][CH2:4][CH2:3][CH2:2]1.